This data is from Forward reaction prediction with 1.9M reactions from USPTO patents (1976-2016). The task is: Predict the product of the given reaction. The product is: [Cl:1][C:2]1[CH:3]=[C:4]([NH:9][C:10]2[C:11]3[C:18]4[CH2:19][N:20]([C:28](=[O:29])/[CH:27]=[CH:26]/[CH2:25][N:24]([CH:31]([CH3:33])[CH3:32])[CH3:23])[CH2:21][C:17]=4[S:16][C:12]=3[N:13]=[CH:14][N:15]=2)[CH:5]=[CH:6][C:7]=1[F:8]. Given the reactants [Cl:1][C:2]1[CH:3]=[C:4]([NH:9][C:10]2[C:11]3[C:18]4[CH2:19][NH:20][CH2:21][C:17]=4[S:16][C:12]=3[N:13]=[CH:14][N:15]=2)[CH:5]=[CH:6][C:7]=1[F:8].Cl.[CH3:23][N:24]([CH:31]([CH3:33])[CH3:32])[CH2:25]/[CH:26]=[CH:27]/[C:28](O)=[O:29], predict the reaction product.